From a dataset of Forward reaction prediction with 1.9M reactions from USPTO patents (1976-2016). Predict the product of the given reaction. Given the reactants [Cl:1][C:2]1[CH:7]=[C:6]([Cl:8])[CH:5]=[CH:4][C:3]=1[C:9]1[N:10]=[C:11](/[CH:16]=[CH:17]/[C:18]2[CH:23]=[CH:22][C:21]([C:24]3[CH:29]=[CH:28][C:27]([OH:30])=[CH:26][CH:25]=3)=[CH:20][CH:19]=2)[N:12]([CH2:14][CH3:15])[CH:13]=1.C[O:32][C:33](=[O:39])[CH:34]([CH3:38])[CH2:35][CH2:36]Br, predict the reaction product. The product is: [Cl:1][C:2]1[CH:7]=[C:6]([Cl:8])[CH:5]=[CH:4][C:3]=1[C:9]1[N:10]=[C:11](/[CH:16]=[CH:17]/[C:18]2[CH:23]=[CH:22][C:21]([C:24]3[CH:25]=[CH:26][C:27]([O:30][CH2:36][CH2:35][CH:34]([CH3:38])[C:33]([OH:39])=[O:32])=[CH:28][CH:29]=3)=[CH:20][CH:19]=2)[N:12]([CH2:14][CH3:15])[CH:13]=1.